Dataset: Full USPTO retrosynthesis dataset with 1.9M reactions from patents (1976-2016). Task: Predict the reactants needed to synthesize the given product. (1) Given the product [CH3:1][C:2]1[C:3]([CH2:9][N:10]([CH2:37][C:32]2[C:31]([CH:28]([CH3:30])[CH3:29])=[CH:36][CH:35]=[CH:34][N:33]=2)[CH2:11][CH2:12][C:13]2[N:14]=[CH:15][N:16]([S:18]([C:21]3[CH:22]=[CH:23][C:24]([CH3:27])=[CH:25][CH:26]=3)(=[O:19])=[O:20])[CH:17]=2)=[N:4][CH:5]=[C:6]([CH3:8])[CH:7]=1, predict the reactants needed to synthesize it. The reactants are: [CH3:1][C:2]1[C:3]([CH2:9][NH:10][CH2:11][CH2:12][C:13]2[N:14]=[CH:15][N:16]([S:18]([C:21]3[CH:26]=[CH:25][C:24]([CH3:27])=[CH:23][CH:22]=3)(=[O:20])=[O:19])[CH:17]=2)=[N:4][CH:5]=[C:6]([CH3:8])[CH:7]=1.[CH:28]([C:31]1[C:32]([CH:37]=O)=[N:33][CH:34]=[CH:35][CH:36]=1)([CH3:30])[CH3:29].[BH-](OC(C)=O)(OC(C)=O)OC(C)=O.[Na+]. (2) The reactants are: C[Si]([C:5]#[C:6][C:7]1[CH:12]=[CH:11][CH:10]=[CH:9][C:8]=1[CH2:13][C:14]([O:16][CH3:17])=[O:15])(C)C.CCCC[N+](CCCC)(CCCC)CCCC.[F-]. Given the product [C:6]([C:7]1[CH:12]=[CH:11][CH:10]=[CH:9][C:8]=1[CH2:13][C:14]([O:16][CH3:17])=[O:15])#[CH:5], predict the reactants needed to synthesize it. (3) Given the product [CH2:22]([N:19]([CH2:20][CH3:21])[C:18]1[C:2]([NH:1][C:29](=[O:30])[C:28]2[CH:32]=[CH:33][C:25]([Cl:24])=[CH:26][CH:27]=2)=[CH:3][C:4]2[N:8]=[C:7]([C:9]3[CH:14]=[CH:13][CH:12]=[CH:11][C:10]=3[O:15][CH3:16])[NH:6][C:5]=2[CH:17]=1)[CH3:23], predict the reactants needed to synthesize it. The reactants are: [NH2:1][C:2]1[C:18]([N:19]([CH2:22][CH3:23])[CH2:20][CH3:21])=[CH:17][C:5]2[NH:6][C:7]([C:9]3[CH:14]=[CH:13][CH:12]=[CH:11][C:10]=3[O:15][CH3:16])=[N:8][C:4]=2[CH:3]=1.[Cl:24][C:25]1[CH:33]=[CH:32][C:28]([C:29](Cl)=[O:30])=[CH:27][CH:26]=1. (4) The reactants are: [N+:1]([C:4]1[CH:11]=[C:10]([N+]([O-])=O)[CH:9]=[CH:8][C:5]=1[CH:6]=O)([O-])=O.[CH2:15]([O:17]C(=O)C=P(C1C=CC=CC=1)(C1C=CC=CC=1)C1C=CC=CC=1)[CH3:16].C(O)(=O)C.C(O)C. Given the product [NH:1]1[C:4]2[C:5](=[CH:8][CH:9]=[CH:10][CH:11]=2)[CH:6]=[CH:16][C:15]1=[O:17], predict the reactants needed to synthesize it. (5) Given the product [Cl:33][C:34]1[CH:35]=[CH:36][C:37]([N:40]([C@H:44]2[C:53]3[C:48](=[CH:49][CH:50]=[CH:51][CH:52]=3)[N:47]([C:54](=[O:62])[C:55]3[CH:56]=[CH:57][C:58]([O:61][CH:26]4[CH2:27][CH2:28][CH2:29][CH2:24]4)=[CH:59][CH:60]=3)[C@@H:46]([CH3:63])[CH2:45]2)[C:41](=[O:43])[CH3:42])=[CH:38][CH:39]=1, predict the reactants needed to synthesize it. The reactants are: Cl[C:28]1[CH:29]=[CH:24]C(N([C@H]2[C:29]3[C:28](=[CH:27][CH:26]=C[CH:24]=3)N(C(=O)[C:24]3[CH:29]=[CH:28][C:27](O)=[CH:26]C=3)[C@@H](C)C2)C(=O)CC)=[CH:26][CH:27]=1.[Cl:33][C:34]1[CH:39]=[CH:38][C:37]([N:40]([C@H:44]2[C:53]3[C:48](=[CH:49][CH:50]=[CH:51][CH:52]=3)[N:47]([C:54](=[O:62])[C:55]3[CH:60]=[CH:59][C:58]([OH:61])=[CH:57][CH:56]=3)[C@@H:46]([CH3:63])[CH2:45]2)[C:41](=[O:43])[CH3:42])=[CH:36][CH:35]=1.C1(Br)CCCC1.C(=O)([O-])[O-].[K+].[K+].[I-].[K+].